The task is: Regression. Given a peptide amino acid sequence and an MHC pseudo amino acid sequence, predict their binding affinity value. This is MHC class I binding data.. This data is from Peptide-MHC class I binding affinity with 185,985 pairs from IEDB/IMGT. (1) The peptide sequence is RSLFNTVATLY. The MHC is HLA-B15:17 with pseudo-sequence HLA-B15:17. The binding affinity (normalized) is 0.898. (2) The peptide sequence is IIHDFVDKT. The MHC is HLA-A24:02 with pseudo-sequence HLA-A24:02. The binding affinity (normalized) is 0.